Dataset: Full USPTO retrosynthesis dataset with 1.9M reactions from patents (1976-2016). Task: Predict the reactants needed to synthesize the given product. (1) Given the product [Cl:1][C:2]1[CH:3]=[C:4](/[CH:5]=[CH:16]/[C:11]([O:13][CH2:14][CH3:15])=[O:12])[CH:7]=[CH:8][C:9]=1[F:10], predict the reactants needed to synthesize it. The reactants are: [Cl:1][C:2]1[CH:3]=[C:4]([CH:7]=[CH:8][C:9]=1[F:10])[CH:5]=O.[C:11]([CH:16]=P(C1C=CC=CC=1)(C1C=CC=CC=1)C1C=CC=CC=1)([O:13][CH2:14][CH3:15])=[O:12].O1CCCC1. (2) Given the product [CH:1]1([NH:6][C:7]2[CH:8]=[C:9]([NH:29][CH2:37][CH2:38][C:39]([F:40])([F:41])[F:42])[C:10]3[N:11]([C:13]([C:16]4[CH:21]=[CH:20][C:19]([C:22]([NH:23][CH:24]5[CH2:25][CH2:26]5)=[O:27])=[C:18]([CH3:28])[CH:17]=4)=[CH:14][N:15]=3)[N:12]=2)[CH2:2][CH2:3][CH2:4][CH2:5]1, predict the reactants needed to synthesize it. The reactants are: [CH:1]1([NH:6][C:7]2[CH:8]=[C:9]([N:29]([CH2:37][CH2:38][C:39]([F:42])([F:41])[F:40])C(=O)OCCCC)[C:10]3[N:11]([C:13]([C:16]4[CH:21]=[CH:20][C:19]([C:22](=[O:27])[NH:23][CH:24]5[CH2:26][CH2:25]5)=[C:18]([CH3:28])[CH:17]=4)=[CH:14][N:15]=3)[N:12]=2)[CH2:5][CH2:4][CH2:3][CH2:2]1.FC(F)(F)C(O)=O.O. (3) Given the product [NH:9]1[C:8]2([CH2:14][CH2:15][C:5](=[O:4])[CH2:6][CH2:7]2)[CH2:12][CH2:11][C:10]1=[O:13], predict the reactants needed to synthesize it. The reactants are: O1[C:5]2([CH2:15][CH2:14][C:8]3([CH2:12][CH2:11][C:10](=[O:13])[NH:9]3)[CH2:7][CH2:6]2)[O:4]CC1.Cl. (4) Given the product [CH2:27]([N:31]([CH2:38][CH2:39][CH2:40][CH3:41])[C:32]1[CH:37]=[CH:36][C:35](/[N:17]=[N:9]/[C:8]2[CH:7]=[CH:6][C:5]([CH2:1][CH2:2][CH2:3][CH3:4])=[CH:11][CH:10]=2)=[CH:34][CH:33]=1)[CH2:28][CH2:29][CH3:30], predict the reactants needed to synthesize it. The reactants are: [CH2:1]([C:5]1[CH:11]=[CH:10][C:8]([NH2:9])=[CH:7][CH:6]=1)[CH2:2][CH2:3][CH3:4].N([O-])=O.[Na+].C[N:17](C1C=CC(C=O)=CC=1)C.[CH2:27]([N:31]([CH2:38][CH2:39][CH2:40][CH3:41])[C:32]1[CH:37]=[CH:36][CH:35]=[CH:34][CH:33]=1)[CH2:28][CH2:29][CH3:30]. (5) Given the product [F:1][C:2]1[CH:7]=[CH:6][C:5]([NH:8][N:9]=[CH:13][C:12]2[CH:15]=[C:16]([OH:20])[C:17]([OH:19])=[CH:18][C:11]=2[OH:10])=[CH:4][CH:3]=1, predict the reactants needed to synthesize it. The reactants are: [F:1][C:2]1[CH:7]=[CH:6][C:5]([NH:8][NH2:9])=[CH:4][CH:3]=1.[OH:10][C:11]1[CH:18]=[C:17]([OH:19])[C:16]([OH:20])=[CH:15][C:12]=1[CH:13]=O. (6) Given the product [OH:16][C:13]1[CH2:14][CH2:15][C:10]([CH3:17])([CH3:9])[CH2:11][C:12]=1[C:1]([O:4][CH3:5])=[O:6], predict the reactants needed to synthesize it. The reactants are: [C:1](=[O:6])([O:4][CH3:5])OC.[H-].[Na+].[CH3:9][C:10]1([CH3:17])[CH2:15][CH2:14][C:13](=[O:16])[CH2:12][CH2:11]1.C([O-])(O)=O.[Na+].